Dataset: Catalyst prediction with 721,799 reactions and 888 catalyst types from USPTO. Task: Predict which catalyst facilitates the given reaction. (1) Product: [F:28][C:27]([F:30])([F:29])[C:39]([OH:41])=[O:40].[CH3:1][N:2]1[CH2:7][CH2:6][N:5]([CH2:8][C:9]2[CH:10]=[CH:11][C:12]3[N:34]=[CH:39][N:15]([C:16]4[S:17][C:18]([C:31]([NH2:33])=[O:32])=[C:19]([C:21]5[CH:26]=[CH:25][CH:24]=[C:23]([C:27]([F:30])([F:29])[F:28])[CH:22]=5)[N:20]=4)[C:13]=3[CH:14]=2)[CH2:4][CH2:3]1. Reactant: [CH3:1][N:2]1[CH2:7][CH2:6][N:5]([CH2:8][C:9]2[CH:10]=[CH:11][C:12]([N+:34]([O-])=O)=[C:13]([NH:15][C:16]3[S:17][C:18]([C:31]([NH2:33])=[O:32])=[C:19]([C:21]4[CH:26]=[CH:25][CH:24]=[C:23]([C:27]([F:30])([F:29])[F:28])[CH:22]=4)[N:20]=3)[CH:14]=2)[CH2:4][CH2:3]1.[H][H].[CH:39]([OH:41])=[O:40]. The catalyst class is: 45. (2) The catalyst class is: 8. Reactant: [O:1]=[C:2]1[NH:6][C:5]([C:10]2[CH:15]=[CH:14][CH:13]=[CH:12][CH:11]=2)([CH2:7][CH2:8][CH3:9])[C:4](=[O:16])[N:3]1[CH2:17][C:18]([C:20]1[CH:25]=[CH:24][C:23]([NH:26]C(=O)C)=[CH:22][C:21]=1[F:30])=[O:19].Cl. Product: [NH2:26][C:23]1[CH:24]=[CH:25][C:20]([C:18](=[O:19])[CH2:17][N:3]2[C:4](=[O:16])[C:5]([C:10]3[CH:11]=[CH:12][CH:13]=[CH:14][CH:15]=3)([CH2:7][CH2:8][CH3:9])[NH:6][C:2]2=[O:1])=[C:21]([F:30])[CH:22]=1.